Dataset: Reaction yield outcomes from USPTO patents with 853,638 reactions. Task: Predict the reaction yield, written as a fraction of the theoretical maximum amount of product (1.0 means a 100% yield; for example, 0.34 means a 34% yield). (1) The reactants are [Cl-].O[NH3+:3].[C:4](=[O:7])([O-])[OH:5].[Na+].CS(C)=O.[CH2:13]([C:17]1[N:18]=[C:19]([CH:45]2[CH2:47][CH2:46]2)[N:20]([C:39]2[CH:44]=[CH:43][CH:42]=[CH:41][CH:40]=2)[C:21](=[O:38])[C:22]=1[CH2:23][C:24]1[CH:29]=[CH:28][C:27]([C:30]2[C:31]([C:36]#[N:37])=[CH:32][CH:33]=[CH:34][CH:35]=2)=[CH:26][CH:25]=1)[CH2:14][CH2:15][CH3:16]. The catalyst is C(OCC)(=O)C. The product is [CH2:13]([C:17]1[N:18]=[C:19]([CH:45]2[CH2:46][CH2:47]2)[N:20]([C:39]2[CH:44]=[CH:43][CH:42]=[CH:41][CH:40]=2)[C:21](=[O:38])[C:22]=1[CH2:23][C:24]1[CH:29]=[CH:28][C:27]([C:30]2[CH:35]=[CH:34][CH:33]=[CH:32][C:31]=2[C:36]2[NH:3][C:4](=[O:7])[O:5][N:37]=2)=[CH:26][CH:25]=1)[CH2:14][CH2:15][CH3:16]. The yield is 0.780. (2) The reactants are C[O:2][C:3]1[CH:8]=[CH:7][C:6]([CH2:9][O:10][C:11]2[CH:16]=[CH:15][CH:14]=[CH:13][CH:12]=2)=[CH:5][N:4]=1.Br[CH2:18][C:19]1[CH:24]=[CH:23][C:22]([F:25])=[C:21]([F:26])[CH:20]=1. The catalyst is CN(C=O)C. The product is [F:26][C:21]1[CH:20]=[C:19]([CH:24]=[CH:23][C:22]=1[F:25])[CH2:18][N:4]1[CH:5]=[C:6]([CH2:9][O:10][C:11]2[CH:16]=[CH:15][CH:14]=[CH:13][CH:12]=2)[CH:7]=[CH:8][C:3]1=[O:2]. The yield is 0.290.